From a dataset of Catalyst prediction with 721,799 reactions and 888 catalyst types from USPTO. Predict which catalyst facilitates the given reaction. (1) Reactant: [Na+].[C:2]1([CH3:11])[CH:7]=[CH:6][C:5]([S:8]([O-:10])=[O:9])=[CH:4][CH:3]=1.C(OC)(C)(C)C.Cl. Product: [C:2]1([CH3:11])[CH:7]=[CH:6][C:5]([S:8]([OH:10])=[O:9])=[CH:4][CH:3]=1. The catalyst class is: 6. (2) Reactant: [CH3:1][O:2][C:3]1[N:8]=[CH:7][C:6]([C@@H:9]([N:18]2[CH:22]=[CH:21][N:20]([CH2:23][CH2:24][CH2:25][C:26]3[CH:35]=[CH:34][C:33]4[CH2:32][CH2:31][CH2:30][NH:29][C:28]=4[N:27]=3)[C:19]2=[O:36])[CH2:10][C:11]([O:13]C(C)(C)C)=[O:12])=[CH:5][CH:4]=1. Product: [CH3:1][O:2][C:3]1[N:8]=[CH:7][C:6]([C@@H:9]([N:18]2[CH:22]=[CH:21][N:20]([CH2:23][CH2:24][CH2:25][C:26]3[CH:35]=[CH:34][C:33]4[CH2:32][CH2:31][CH2:30][NH:29][C:28]=4[N:27]=3)[C:19]2=[O:36])[CH2:10][C:11]([OH:13])=[O:12])=[CH:5][CH:4]=1. The catalyst class is: 65. (3) Reactant: [F:1][C:2]([F:10])([F:9])[C:3]1([C:6](O)=[O:7])[CH2:5][CH2:4]1.[H-].[H-].[H-].[H-].[Li+].[Al+3].Cl. Product: [F:1][C:2]([F:10])([F:9])[C:3]1([CH2:6][OH:7])[CH2:5][CH2:4]1. The catalyst class is: 28. (4) Reactant: [CH3:1][NH2:2].[C:3]1([C:23]2[CH:28]=[CH:27][CH:26]=[CH:25][CH:24]=2)[CH:8]=[CH:7][CH:6]=[CH:5][C:4]=1[CH2:9][C:10]1[N:11]([CH3:22])[C:12](=[O:21])[C:13]([OH:20])=[C:14]([C:16](OC)=[O:17])[N:15]=1. Product: [CH3:1][NH:2][C:16]([C:14]1[N:15]=[C:10]([CH2:9][C:4]2[CH:5]=[CH:6][CH:7]=[CH:8][C:3]=2[C:23]2[CH:28]=[CH:27][CH:26]=[CH:25][CH:24]=2)[N:11]([CH3:22])[C:12](=[O:21])[C:13]=1[OH:20])=[O:17]. The catalyst class is: 1. (5) Reactant: Cl[C:2]1[C:11]2[C:6](=[C:7]([C:15]([F:18])([F:17])[F:16])[CH:8]=[C:9]([N+:12]([O-:14])=[O:13])[CH:10]=2)[N:5]=[CH:4][C:3]=1[C:19]#[N:20].[Cl:21][C:22]1[CH:23]=[C:24]([CH:26]=[CH:27][C:28]=1[F:29])[NH2:25]. Product: [Cl:21][C:22]1[CH:23]=[C:24]([NH:25][C:2]2[C:11]3[C:6](=[C:7]([C:15]([F:18])([F:17])[F:16])[CH:8]=[C:9]([N+:12]([O-:14])=[O:13])[CH:10]=3)[N:5]=[CH:4][C:3]=2[C:19]#[N:20])[CH:26]=[CH:27][C:28]=1[F:29]. The catalyst class is: 14. (6) Reactant: [CH3:1][O:2][C:3]1([O:23][CH3:24])[CH2:20][CH2:19][C:18]2[C@@H:17]3[C@H:8]([C@H:9]4[C@@:13]([CH2:15][CH2:16]3)([CH3:14])[C:12](=[O:21])[CH2:11][CH2:10]4)[C@H:7]([CH3:22])[CH2:6][C:5]=2[CH2:4]1.[CH3:25]N1CCCN(C)C1=O.C[Si]([N-][Si](C)(C)C)(C)C.[Li+].IC.[Cl-].[NH4+]. Product: [CH3:24][O:23][C:3]1([O:2][CH3:1])[CH2:20][CH2:19][C:18]2[C@@H:17]3[C@H:8]([C@H:9]4[C@@:13]([CH2:15][CH2:16]3)([CH3:14])[C:12](=[O:21])[C@H:11]([CH3:25])[CH2:10]4)[C@H:7]([CH3:22])[CH2:6][C:5]=2[CH2:4]1. The catalyst class is: 90.